From a dataset of Peptide-MHC class II binding affinity with 134,281 pairs from IEDB. Regression. Given a peptide amino acid sequence and an MHC pseudo amino acid sequence, predict their binding affinity value. This is MHC class II binding data. (1) The binding affinity (normalized) is 0.283. The peptide sequence is VRYTTEGGTKTEAEDVIPEG. The MHC is HLA-DQA10101-DQB10501 with pseudo-sequence HLA-DQA10101-DQB10501. (2) The peptide sequence is WREMHHLVEFEPPHA. The binding affinity (normalized) is 0.161. The MHC is DRB5_0101 with pseudo-sequence DRB5_0101. (3) The peptide sequence is AVTALTIAYLVGSNMK. The MHC is DRB1_0701 with pseudo-sequence DRB1_0701. The binding affinity (normalized) is 0.728. (4) The peptide sequence is VTLRIRNVRFSDEGG. The MHC is HLA-DQA10101-DQB10501 with pseudo-sequence HLA-DQA10101-DQB10501. The binding affinity (normalized) is 0.0710.